This data is from Forward reaction prediction with 1.9M reactions from USPTO patents (1976-2016). The task is: Predict the product of the given reaction. (1) Given the reactants [F:1][C:2]1[CH:3]=[CH:4][C:5]([O:18][CH3:19])=[C:6]([C:8]2[CH:13]=[CH:12][N:11]=[C:10]3[NH:14][CH:15]=[C:16]([I:17])[C:9]=23)[CH:7]=1.[H-].[Na+].[CH3:22][Si:23]([CH3:30])([CH3:29])[CH2:24][CH2:25][O:26][CH2:27]Cl, predict the reaction product. The product is: [F:1][C:2]1[CH:3]=[CH:4][C:5]([O:18][CH3:19])=[C:6]([C:8]2[CH:13]=[CH:12][N:11]=[C:10]3[N:14]([CH2:27][O:26][CH2:25][CH2:24][Si:23]([CH3:30])([CH3:29])[CH3:22])[CH:15]=[C:16]([I:17])[C:9]=23)[CH:7]=1. (2) The product is: [Br:1][C:2]1[CH:7]=[CH:6][N:5]2[C:8]([C:11]([NH:18][C:19]3[CH:20]=[C:21]([C:22](=[O:23])[NH:24][CH2:25][CH2:26][N:27]4[C@H:32]([CH3:33])[CH2:31][CH2:30][CH2:29][C@@H:28]4[CH3:34])[CH:35]=[CH:36][C:37]=3[F:38])=[O:13])=[CH:9][N:10]=[C:4]2[CH:3]=1. Given the reactants [Br:1][C:2]1[CH:7]=[CH:6][N:5]2[C:8]([C:11]([OH:13])=O)=[CH:9][N:10]=[C:4]2[CH:3]=1.S(Cl)(Cl)=O.[NH2:18][C:19]1[CH:20]=[C:21]([CH:35]=[CH:36][C:37]=1[F:38])[C:22]([NH:24][CH2:25][CH2:26][N:27]1[C@H:32]([CH3:33])[CH2:31][CH2:30][CH2:29][C@@H:28]1[CH3:34])=[O:23], predict the reaction product. (3) The product is: [CH3:12][C:10]([O:8][C:5]1[CH:6]=[CH:7][C:2]([Sn:47]([CH2:48][CH2:49][CH2:50][CH3:51])([CH2:52][CH2:53][CH2:54][CH3:55])[CH2:43][CH2:44][CH2:45][CH3:46])=[CH:3][CH:4]=1)([CH3:11])[CH3:9]. Given the reactants Br[C:2]1[CH:7]=[CH:6][C:5]([OH:8])=[CH:4][CH:3]=1.[CH3:9][C:10](=[CH2:12])[CH3:11].FC(F)(F)C(O)=O.B(F)(F)F.CCOCC.C(OC(C)(C)C)(C)(C)C.C([Li])CCC.[CH2:43]([Sn:47](Cl)([CH2:52][CH2:53][CH2:54][CH3:55])[CH2:48][CH2:49][CH2:50][CH3:51])[CH2:44][CH2:45][CH3:46], predict the reaction product. (4) Given the reactants [N:1]1[CH:6]=[CH:5][CH:4]=[CH:3][C:2]=1[CH2:7][S:8]([NH2:11])(=[O:10])=[O:9].C1C=C(Cl)C=C(C(OO)=[O:20])C=1, predict the reaction product. The product is: [O-:20][N+:1]1[CH:6]=[CH:5][CH:4]=[CH:3][C:2]=1[CH2:7][S:8]([NH2:11])(=[O:9])=[O:10]. (5) Given the reactants Cl.[F:2][C:3]1[CH:4]=[C:5](/[CH:10]=[CH:11]/[C:12]([NH:14][CH:15]([CH2:19][N:20]([CH3:22])[CH3:21])[C:16]([OH:18])=O)=[O:13])[CH:6]=[CH:7][C:8]=1[F:9].N1(OC(N(C)C)=[N+](C)C)C2N=CC=CC=2N=N1.Cl.[F:41][C:42]1[CH:53]=[C:52]2[C:45]([NH:46][CH:47]=[C:48]2[CH2:49][CH2:50][NH2:51])=[CH:44][CH:43]=1.C(N(CC)C(C)C)(C)C, predict the reaction product. The product is: [F:2][C:3]1[CH:4]=[C:5](/[CH:10]=[CH:11]/[C:12]([NH:14][CH:15]([CH2:19][N:20]([CH3:22])[CH3:21])[C:16]([NH:51][CH2:50][CH2:49][C:48]2[C:52]3[C:45](=[CH:44][CH:43]=[C:42]([F:41])[CH:53]=3)[NH:46][CH:47]=2)=[O:18])=[O:13])[CH:6]=[CH:7][C:8]=1[F:9].